Dataset: Reaction yield outcomes from USPTO patents with 853,638 reactions. Task: Predict the reaction yield, written as a fraction of the theoretical maximum amount of product (1.0 means a 100% yield; for example, 0.34 means a 34% yield). The reactants are CC1C=CC(S(O)(=O)=O)=CC=1.[CH3:12][N:13]1[C:21]2[CH:20]=[CH:19][CH:18]=[CH:17][C:16]=2[C:15]2[C:22](=[O:26])[NH:23][CH2:24][CH2:25][C:14]1=2.Cl.[CH3:28][C:29]1[NH:33][CH:32]=[N:31][C:30]=1[CH2:34]O. The catalyst is CN1CCCC1=O. The product is [CH3:12][N:13]1[C:21]2[CH:20]=[CH:19][CH:18]=[CH:17][C:16]=2[C:15]2[C:22](=[O:26])[N:23]([CH2:34][C:30]3[N:31]=[CH:32][NH:33][C:29]=3[CH3:28])[CH2:24][CH2:25][C:14]1=2. The yield is 0.290.